Task: Predict the reactants needed to synthesize the given product.. Dataset: Full USPTO retrosynthesis dataset with 1.9M reactions from patents (1976-2016) (1) Given the product [NH2:9][C:8]1[N:7]2[N:10]=[CH:11][N:12]=[C:6]2[N:5]=[C:4]([CH3:13])[C:3]=1[C:1]#[C:2][C:15]1[CH:20]=[CH:19][C:18]([C:21]([CH3:27])([CH3:26])[C:22]([O:24][CH3:25])=[O:23])=[CH:17][CH:16]=1, predict the reactants needed to synthesize it. The reactants are: [C:1]([C:3]1[C:4]([CH3:13])=[N:5][C:6]2[N:7]([N:10]=[CH:11][N:12]=2)[C:8]=1[NH2:9])#[CH:2].Br[C:15]1[CH:20]=[CH:19][C:18]([C:21]([CH3:27])([CH3:26])[C:22]([O:24][CH3:25])=[O:23])=[CH:17][CH:16]=1.C(N(CC)CC)C. (2) Given the product [CH2:38]([N:4]([C:5]1[C:18]([I:19])=[C:9]([C:10]([NH:12][CH2:13][CH:14]([OH:17])[CH2:15][OH:16])=[O:11])[C:8]([I:20])=[C:7]([C:6]=1[I:29])[C:21]([NH:23][CH2:24][CH:25]([OH:28])[CH2:26][OH:27])=[O:22])[C:1](=[O:3])[CH3:2])[CH:37]=[CH2:36], predict the reactants needed to synthesize it. The reactants are: [C:1]([NH:4][C:5]1[C:6]([I:29])=[C:7]([C:21]([NH:23][CH2:24][CH:25]([OH:28])[CH2:26][OH:27])=[O:22])[C:8]([I:20])=[C:9]([C:18]=1[I:19])[C:10]([NH:12][CH2:13][CH:14]([OH:17])[CH2:15][OH:16])=[O:11])(=[O:3])[CH3:2].B(O)(O)O.[OH-].[K+].[CH2:36](Br)[CH:37]=[CH2:38]. (3) Given the product [C:1]([NH:5][C:6](=[O:35])[C:7]1[CH:12]=[CH:11][CH:10]=[C:9]([O:13][C:14]2[CH:19]=[CH:18][C:17]([NH:20][C:21]3[C:31]4[CH:30]=[C:29]([CH:32]=[N:38][O:39][CH2:40][CH2:41][N:42]5[CH2:47][CH2:46][O:45][CH2:44][CH2:43]5)[CH2:28][CH2:27][NH:26][C:25]=4[N:24]=[CH:23][N:22]=3)=[CH:16][C:15]=2[Cl:34])[CH:8]=1)([CH3:4])([CH3:2])[CH3:3], predict the reactants needed to synthesize it. The reactants are: [C:1]([NH:5][C:6](=[O:35])[C:7]1[CH:12]=[CH:11][CH:10]=[C:9]([O:13][C:14]2[CH:19]=[CH:18][C:17]([NH:20][C:21]3[C:31]4[CH:30]=[C:29]([CH:32]=O)[CH2:28][CH2:27][NH:26][C:25]=4[N:24]=[CH:23][N:22]=3)=[CH:16][C:15]=2[Cl:34])[CH:8]=1)([CH3:4])([CH3:3])[CH3:2].Cl.Cl.[NH2:38][O:39][CH2:40][CH2:41][N:42]1[CH2:47][CH2:46][O:45][CH2:44][CH2:43]1.C([O-])(=O)C.[Na+]. (4) Given the product [CH:9]1([C:5]2[CH:6]=[CH:7][CH:8]=[C:3]([O:2][CH3:1])[CH:4]=2)[CH2:10][CH2:11][CH2:12]1, predict the reactants needed to synthesize it. The reactants are: [CH3:1][O:2][C:3]1[CH:4]=[C:5]([C:9]2(O)[CH2:12][CH2:11][CH2:10]2)[CH:6]=[CH:7][CH:8]=1.[H][H]. (5) Given the product [S@@:22]1(=[O:23])[N:2]2[CH2:7][CH2:6][CH2:5][CH2:4][CH:3]2[CH2:8][O:9]1, predict the reactants needed to synthesize it. The reactants are: Cl.[NH:2]1[CH2:7][CH2:6][CH2:5][CH2:4][C@H:3]1[CH2:8][OH:9].N1C=CN=C1.C(N(CC)CC)C.[S:22](Cl)(Cl)=[O:23].